Dataset: Full USPTO retrosynthesis dataset with 1.9M reactions from patents (1976-2016). Task: Predict the reactants needed to synthesize the given product. (1) Given the product [Cl:27][C:14]1[CH:13]=[C:12]([C:11]2[C:10]3[C:5](=[CH:6][C:7]([S:28]([NH:31][C:32]4[CH:36]=[CH:35][O:34][N:33]=4)(=[O:30])=[O:29])=[CH:8][CH:9]=3)[N:4]=[CH:3][C:2]=2[OH:40])[C:17]([O:18][CH3:19])=[CH:16][C:15]=1[C:20]1[CH:25]=[CH:24][CH:23]=[C:22]([F:26])[CH:21]=1, predict the reactants needed to synthesize it. The reactants are: Br[C:2]1[CH:3]=[N:4][C:5]2[C:10]([C:11]=1[C:12]1[C:17]([O:18][CH3:19])=[CH:16][C:15]([C:20]3[CH:25]=[CH:24][CH:23]=[C:22]([F:26])[CH:21]=3)=[C:14]([Cl:27])[CH:13]=1)=[CH:9][CH:8]=[C:7]([S:28]([NH:31][C:32]1[CH:36]=[CH:35][O:34][N:33]=1)(=[O:30])=[O:29])[CH:6]=2.CC(C)([O-:40])C.[Na+].C(P(C(C)(C)C)C1C=CC=CC=1C1C(C(C)C)=CC(C(C)C)=CC=1C(C)C)(C)(C)C. (2) Given the product [CH2:9]([NH:8][C:6]([C:5]1[CH:4]=[CH:3][C:2]([NH:1][C:14]([N:49]2[CH2:50][C:51]3[C:56](=[CH:55][CH:54]=[C:53]([C:57]([O:59][CH3:60])=[O:58])[CH:52]=3)[CH2:48]2)=[O:15])=[CH:13][CH:12]=1)=[O:7])[CH2:10][CH3:11], predict the reactants needed to synthesize it. The reactants are: [NH2:1][C:2]1[CH:13]=[CH:12][C:5]([C:6]([NH:8][CH2:9][CH2:10][CH3:11])=[O:7])=[CH:4][CH:3]=1.[C:14](=O)(ON1C(=O)CCC1=O)[O:15]N1C(=O)CCC1=O.N1C=CC=CC=1.C(N(C(C)C)CC)(C)C.Cl.[CH2:48]1[C:56]2[C:51](=[CH:52][C:53]([C:57]([O:59][CH3:60])=[O:58])=[CH:54][CH:55]=2)[CH2:50][NH:49]1.